This data is from Experimentally validated miRNA-target interactions with 360,000+ pairs, plus equal number of negative samples. The task is: Binary Classification. Given a miRNA mature sequence and a target amino acid sequence, predict their likelihood of interaction. The miRNA is hsa-miR-3621 with sequence CGCGGGUCGGGGUCUGCAGG. The protein sequence of the target gene is MLDIKAWAEYVVEWAAKDPYGFLTTVILALTPLFLASAVLSWKLAKMIEAREKEQKKKQKRQENIAKAKRLKKD. Result: 0 (no interaction).